Dataset: Peptide-MHC class I binding affinity with 185,985 pairs from IEDB/IMGT. Task: Regression. Given a peptide amino acid sequence and an MHC pseudo amino acid sequence, predict their binding affinity value. This is MHC class I binding data. (1) The peptide sequence is SEFRWYRYSV. The MHC is Mamu-A11 with pseudo-sequence Mamu-A11. The binding affinity (normalized) is 0.922. (2) The peptide sequence is IFDDLQGSL. The MHC is HLA-B38:01 with pseudo-sequence HLA-B38:01. The binding affinity (normalized) is 0.0847.